This data is from Full USPTO retrosynthesis dataset with 1.9M reactions from patents (1976-2016). The task is: Predict the reactants needed to synthesize the given product. (1) Given the product [CH3:11][C:9]1[NH:8][C:7]2[CH:20]=[C:3]([OH:2])[C:4]([C:21]3[N:26]=[N:25][C:24]([N:27]([CH3:38])[CH:28]4[CH2:33][C:32]([CH3:35])([CH3:34])[NH:31][C:30]([CH3:37])([CH3:36])[CH2:29]4)=[CH:23][CH:22]=3)=[CH:5][C:6]=2[N:10]=1, predict the reactants needed to synthesize it. The reactants are: C[O:2][C:3]1[C:4]([C:21]2[N:26]=[N:25][C:24]([N:27]([CH3:38])[CH:28]3[CH2:33][C:32]([CH3:35])([CH3:34])[NH:31][C:30]([CH3:37])([CH3:36])[CH2:29]3)=[CH:23][CH:22]=2)=[CH:5][C:6]2[N:10]=[C:9]([CH3:11])[N:8](COCC[Si](C)(C)C)[C:7]=2[CH:20]=1.B(Br)(Br)Br. (2) Given the product [CH:14]1([O:13][C:10]2[CH:11]=[CH:12][C:7]([CH2:6][C:5]([OH:21])=[O:4])=[CH:8][C:9]=2[O:19][CH3:20])[CH2:15][CH2:16][CH2:17][CH2:18]1, predict the reactants needed to synthesize it. The reactants are: [OH-].[Na+].C[O:4][C:5](=[O:21])[CH2:6][C:7]1[CH:12]=[CH:11][C:10]([O:13][CH:14]2[CH2:18][CH2:17][CH2:16][CH2:15]2)=[C:9]([O:19][CH3:20])[CH:8]=1.O. (3) The reactants are: [CH2:1]([O:3][C:4]1[CH:9]=[C:8]([CH2:10][CH3:11])[C:7]([CH:12]([C:14]2[N:15]=[CH:16][N:17](C(C3C=CC=CC=3)(C3C=CC=CC=3)C3C=CC=CC=3)[CH:18]=2)O)=[C:6]([CH2:38][CH3:39])[CH:5]=1)[CH3:2].C([SiH](CC)CC)C.FC(F)(F)C(O)=O. Given the product [CH2:1]([O:3][C:4]1[CH:9]=[C:8]([CH2:10][CH3:11])[C:7]([CH2:12][C:14]2[N:15]=[CH:16][NH:17][CH:18]=2)=[C:6]([CH2:38][CH3:39])[CH:5]=1)[CH3:2], predict the reactants needed to synthesize it. (4) Given the product [CH3:55][O:56][C:57]([C@@H:25]1[CH2:24][N:23]([C:21]([N:11]2[C@@:12]([C:14]3[CH:19]=[CH:18][C:17]([Cl:20])=[CH:16][CH:15]=3)([CH3:13])[C@@:8]([C:5]3[CH:4]=[CH:3][C:2]([Cl:1])=[CH:7][CH:6]=3)([CH3:54])[N:9]=[C:10]2[C:36]2[CH:41]=[C:40]([S:42](=[O:44])(=[O:43])[NH:45][C:46]([CH3:48])([CH3:49])[CH3:47])[C:39]([Cl:50])=[CH:38][C:37]=2[O:51][CH2:52][CH3:53])=[O:22])[CH2:28][CH2:27][N:26]1[CH3:29])=[O:58], predict the reactants needed to synthesize it. The reactants are: [Cl:1][C:2]1[CH:7]=[CH:6][C:5]([C@@:8]2([CH3:54])[C@:12]([C:14]3[CH:19]=[CH:18][C:17]([Cl:20])=[CH:16][CH:15]=3)([CH3:13])[N:11]([C:21]([N:23]3[CH2:28][CH2:27][N:26]([CH2:29]CCS(C)(=O)=O)[CH2:25][CH2:24]3)=[O:22])[C:10]([C:36]3[C:37]([O:51][CH2:52][CH3:53])=[CH:38][C:39]([Cl:50])=[C:40]([S:42]([NH:45][C:46]([CH3:49])([CH3:48])[CH3:47])(=[O:44])=[O:43])[CH:41]=3)=[N:9]2)=[CH:4][CH:3]=1.[CH3:55][O:56][C:57]([C@@H]1CNCCN1C)=[O:58]. (5) Given the product [C:10]([O:14][C:15](=[O:16])[NH:17][CH2:18][CH2:19][C:20]1[O:1][N:2]=[C:3]([CH:4]([CH3:6])[CH3:5])[N:7]=1)([CH3:13])([CH3:12])[CH3:11], predict the reactants needed to synthesize it. The reactants are: [OH:1][NH:2][C:3](=[NH:7])[CH:4]([CH3:6])[CH3:5].[H-].[Na+].[C:10]([O:14][C:15]([NH:17][CH2:18][CH2:19][C:20](OC)=O)=[O:16])([CH3:13])([CH3:12])[CH3:11].O. (6) Given the product [F:17][C:16]([F:18])([F:19])[C:7]1[CH:6]=[C:5]2[C:4]([C:3](=[O:21])[N:24]([NH:33][S:30]([CH3:29])(=[O:32])=[O:31])[C:27](=[O:35])[NH:20]2)=[CH:9][C:8]=1[C:10]1[N:11]([CH3:15])[N:12]=[CH:13][CH:14]=1, predict the reactants needed to synthesize it. The reactants are: CO[C:3](=[O:21])[C:4]1[CH:9]=[C:8]([C:10]2[N:11]([CH3:15])[N:12]=[CH:13][CH:14]=2)[C:7]([C:16]([F:19])([F:18])[F:17])=[CH:6][C:5]=1[NH2:20].CC[N:24]([CH2:27]C)CC.[CH3:29][S:30]([NH:33]N)(=[O:32])=[O:31].[OH-:35].[Na+]. (7) The reactants are: C(C1C=C(NC(=O)CCCC2C=CC([B:25]([OH:27])[OH:26])=CC=2)C=CC=1S(CC)(=O)=O)#N.[C:29]([C:31]1[CH:32]=[C:33]([NH:37][C:38](=[O:50])[O:39][CH2:40][CH2:41][C:42]2[CH:47]=[CH:46][C:45](Br)=[CH:44][C:43]=2[CH3:49])[CH:34]=[CH:35][CH:36]=1)#[N:30]. Given the product [C:29]([C:31]1[CH:32]=[C:33]([NH:37][C:38]([O:39][CH2:40][CH2:41][C:42]2[CH:47]=[CH:46][C:45]([B:25]([OH:27])[OH:26])=[CH:44][C:43]=2[CH3:49])=[O:50])[CH:34]=[CH:35][CH:36]=1)#[N:30], predict the reactants needed to synthesize it. (8) Given the product [CH:40]1[C:39]2[CH:38]([CH2:37][O:36][C:34]([N:31]3[CH2:32][CH2:33][N:28]([CH:25]4[CH2:24][CH2:23][N:22]([CH2:21][C:6]5[C:7]([C:15]6[CH:16]=[CH:17][CH:18]=[CH:19][CH:20]=6)=[N:8][C:9]6[C:14]([C:5]=5[C:3]([OH:4])=[O:2])=[CH:13][CH:12]=[CH:11][CH:10]=6)[CH2:27][CH2:26]4)[CH2:29][CH2:30]3)=[O:35])[C:50]3[C:45](=[CH:46][CH:47]=[CH:48][CH:49]=3)[C:44]=2[CH:43]=[CH:42][CH:41]=1.[ClH:51], predict the reactants needed to synthesize it. The reactants are: C[O:2][C:3]([C:5]1[C:14]2[C:9](=[CH:10][CH:11]=[CH:12][CH:13]=2)[N:8]=[C:7]([C:15]2[CH:20]=[CH:19][CH:18]=[CH:17][CH:16]=2)[C:6]=1[CH2:21][N:22]1[CH2:27][CH2:26][CH:25]([N:28]2[CH2:33][CH2:32][N:31]([C:34]([O:36][CH2:37][CH:38]3[C:50]4[CH:49]=[CH:48][CH:47]=[CH:46][C:45]=4[C:44]4[C:39]3=[CH:40][CH:41]=[CH:42][CH:43]=4)=[O:35])[CH2:30][CH2:29]2)[CH2:24][CH2:23]1)=[O:4].[ClH:51].